This data is from Full USPTO retrosynthesis dataset with 1.9M reactions from patents (1976-2016). The task is: Predict the reactants needed to synthesize the given product. (1) Given the product [CH2:1]([O:8][C:9]1[CH:10]=[CH:11][C:12]([S:15]([N:18]2[CH2:23][CH:22]([O:24][CH3:31])[CH2:21][CH2:20][CH:19]2[C:25]([OH:27])=[O:26])(=[O:16])=[O:17])=[CH:13][CH:14]=1)[C:2]1[CH:3]=[CH:4][CH:5]=[CH:6][CH:7]=1, predict the reactants needed to synthesize it. The reactants are: [CH2:1]([O:8][C:9]1[CH:14]=[CH:13][C:12]([S:15]([N:18]2[CH2:23][CH:22]([OH:24])[CH2:21][CH2:20][CH:19]2[C:25]([OH:27])=[O:26])(=[O:17])=[O:16])=[CH:11][CH:10]=1)[C:2]1[CH:7]=[CH:6][CH:5]=[CH:4][CH:3]=1.[H-].[Na+].I[CH3:31].Cl. (2) Given the product [C:13]([O:12][C:11](=[O:17])[NH:10][CH2:9][CH2:8][CH2:7][O:6][Si:22]([C:19]([CH3:21])([CH3:20])[CH3:18])([CH3:24])[CH3:23])([CH3:14])([CH3:16])[CH3:15], predict the reactants needed to synthesize it. The reactants are: N1C=CN=C1.[OH:6][CH2:7][CH2:8][CH2:9][NH:10][C:11](=[O:17])[O:12][C:13]([CH3:16])([CH3:15])[CH3:14].[CH3:18][C:19]([Si:22](Cl)([CH3:24])[CH3:23])([CH3:21])[CH3:20].CCOC(C)=O.CCCCCC. (3) Given the product [F:21][C:22]1[CH:30]=[C:29]2[C:25]([C:26]([C:40]3[CH:54]=[CH:53][C:43]4[N:44]([CH2:48][CH2:49][C:50]([NH2:52])=[O:51])[C:45](=[O:47])[O:46][C:42]=4[CH:41]=3)=[CH:27][NH:28]2)=[CH:24][CH:23]=1, predict the reactants needed to synthesize it. The reactants are: FC1C=C2C(C(I)=CN2S(C2C=CC=CC=2)(=O)=O)=CC=1.[F:21][C:22]1[CH:30]=[C:29]2[C:25]([C:26]([C:40]3[CH:54]=[CH:53][C:43]4[N:44]([CH2:48][CH2:49][C:50]([NH2:52])=[O:51])[C:45](=[O:47])[O:46][C:42]=4[CH:41]=3)=[CH:27][N:28]2S(C2C=CC=CC=2)(=O)=O)=[CH:24][CH:23]=1. (4) Given the product [CH3:17][C:15]1[CH:14]=[CH:13][CH:12]=[C:11]2[C:16]=1[NH:8][CH2:9][CH2:10]2, predict the reactants needed to synthesize it. The reactants are: C(OC([N:8]1[C:16]2[C:11](=[CH:12][CH:13]=[CH:14][C:15]=2[CH3:17])[CH2:10][CH2:9]1)=O)(C)(C)C. (5) Given the product [CH3:1][N:2]1[CH2:15][CH2:14][C:5]2[N:6]([C:19]3[CH:18]=[CH:17][C:26]4[C:21](=[CH:22][CH:23]=[CH:24][CH:25]=4)[CH:20]=3)[C:7]3[CH:8]=[CH:9][C:10]([CH3:13])=[CH:11][C:12]=3[C:4]=2[CH2:3]1, predict the reactants needed to synthesize it. The reactants are: [CH3:1][N:2]1[CH2:15][CH2:14][C:5]2[NH:6][C:7]3[CH:8]=[CH:9][C:10]([CH3:13])=[CH:11][C:12]=3[C:4]=2[CH2:3]1.Br[C:17]1[C:26]2[C:21](=[CH:22][CH:23]=[CH:24][CH:25]=2)[CH:20]=[CH:19][CH:18]=1.[O-]P([O-])([O-])=O.[K+].[K+].[K+].N1CCC[C@H]1C(O)=O. (6) Given the product [Cl:1][C:2]1[C:11]([C@H:12]([OH:14])[CH3:13])=[CH:10][C:9]2[C:4](=[C:5]([F:15])[CH:6]=[CH:7][CH:8]=2)[N:3]=1, predict the reactants needed to synthesize it. The reactants are: [Cl:1][C:2]1[C:11]([C:12](=[O:14])[CH3:13])=[CH:10][C:9]2[C:4](=[C:5]([F:15])[CH:6]=[CH:7][CH:8]=2)[N:3]=1.